Task: Predict the reaction yield, written as a fraction of the theoretical maximum amount of product (1.0 means a 100% yield; for example, 0.34 means a 34% yield).. Dataset: Reaction yield outcomes from USPTO patents with 853,638 reactions (1) The reactants are [CH3:1][C@H:2]1[CH2:7][N:6]([C:8]2[CH:13]=[CH:12][N:11]=[CH:10][C:9]=2[N+:14]([O-])=O)[CH2:5][C@@H:4]([NH:17][C:18](=[O:24])[O:19][C:20]([CH3:23])([CH3:22])[CH3:21])[CH2:3]1.[H][H]. The catalyst is CO.[Pd]. The product is [NH2:14][C:9]1[CH:10]=[N:11][CH:12]=[CH:13][C:8]=1[N:6]1[CH2:7][C@H:2]([CH3:1])[CH2:3][C@H:4]([NH:17][C:18](=[O:24])[O:19][C:20]([CH3:23])([CH3:22])[CH3:21])[CH2:5]1. The yield is 1.00. (2) The reactants are [CH2:1]([CH:8]1[CH2:13][CH2:12][N:11]([CH2:14][CH2:15][CH2:16][CH2:17][C:18]([NH:20][NH:21][C:22](=[O:32])[C:23]2[CH:28]=[CH:27][C:26]([N+:29]([O-])=O)=[CH:25][CH:24]=2)=[O:19])[CH2:10][CH2:9]1)[C:2]1[CH:7]=[CH:6][CH:5]=[CH:4][CH:3]=1.[H][H]. The catalyst is CO.[Pd]. The product is [NH2:29][C:26]1[CH:25]=[CH:24][C:23]([C:22]([NH:21][NH:20][C:18](=[O:19])[CH2:17][CH2:16][CH2:15][CH2:14][N:11]2[CH2:10][CH2:9][CH:8]([CH2:1][C:2]3[CH:3]=[CH:4][CH:5]=[CH:6][CH:7]=3)[CH2:13][CH2:12]2)=[O:32])=[CH:28][CH:27]=1. The yield is 0.320. (3) The reactants are [C:1]([NH:4][C:5]1[C:13]([N+:14]([O-:16])=[O:15])=[CH:12][CH:11]=[C:7]([C:8]([OH:10])=O)[C:6]=1[C:17]([OH:19])=[O:18])(=[O:3])[CH3:2].C(Cl)(=O)C. The catalyst is C(OC(=O)C)(=O)C. The product is [C:1]([NH:4][C:5]1[C:13]([N+:14]([O-:16])=[O:15])=[CH:12][CH:11]=[C:7]2[C:8]([O:19][C:17](=[O:18])[C:6]=12)=[O:10])(=[O:3])[CH3:2]. The yield is 0.580. (4) The reactants are [CH3:1][O:2][C:3]1[C:15]([O:16][CH3:17])=[CH:14][C:6]2[CH2:7][C:8](=[O:13])[NH:9][C:10](=[O:12])[CH2:11][C:5]=2[CH:4]=1.[CH3:18][O:19][C:20]1[CH:27]=[CH:26][C:23]([CH2:24]Cl)=[CH:22][CH:21]=1.C([O-])([O-])=O.[K+].[K+].C(#N)C. The catalyst is ClCCl.O. The product is [CH3:1][O:2][C:3]1[C:15]([O:16][CH3:17])=[CH:14][C:6]2[CH2:7][C:8](=[O:13])[N:9]([CH2:24][C:23]3[CH:26]=[CH:27][C:20]([O:19][CH3:18])=[CH:21][CH:22]=3)[C:10](=[O:12])[CH2:11][C:5]=2[CH:4]=1. The yield is 0.520. (5) The reactants are [CH2:1]([N:4]([CH2:15][CH:16]([OH:20])[CH2:17][CH:18]=[CH2:19])[C:5](=[O:14])[O:6][CH2:7][C:8]1[CH:13]=[CH:12][CH:11]=[CH:10][CH:9]=1)C=C. The catalyst is C(Cl)Cl. The product is [OH:20][CH:16]1[CH2:17][CH:18]=[CH:19][CH2:1][N:4]([C:5]([O:6][CH2:7][C:8]2[CH:9]=[CH:10][CH:11]=[CH:12][CH:13]=2)=[O:14])[CH2:15]1. The yield is 0.475. (6) The reactants are [CH2:1]([O:3][C:4]([C:6]1[NH:7][C:8]([SH:11])=[N:9][CH:10]=1)=[O:5])[CH3:2].[CH2:12](N(CC)CC)C.IC.[CH3:21][Si:22]([CH2:25][CH2:26][O:27][CH2:28]Cl)([CH3:24])[CH3:23]. The catalyst is C(Cl)Cl. The product is [CH2:1]([O:3][C:4]([C:6]1[N:7]([CH2:28][O:27][CH2:26][CH2:25][Si:22]([CH3:24])([CH3:23])[CH3:21])[C:8]([S:11][CH3:12])=[N:9][CH:10]=1)=[O:5])[CH3:2]. The yield is 0.550.